From a dataset of Reaction yield outcomes from USPTO patents with 853,638 reactions. Predict the reaction yield, written as a fraction of the theoretical maximum amount of product (1.0 means a 100% yield; for example, 0.34 means a 34% yield). (1) The reactants are C([O:3][C:4]([CH2:6][C:7]1[CH:33]=[CH:32][C:10]([CH2:11][C:12]2[C:16]3[C:17](=[O:31])[N:18]([C:25]4[CH:30]=[CH:29][CH:28]=[CH:27][CH:26]=4)[C:19]4[N:20]=[CH:21][CH:22]=[CH:23][C:24]=4[C:15]=3[NH:14][N:13]=2)=[CH:9][CH:8]=1)=[O:5])C.S(=O)(=O)(O)O.O. The catalyst is CS(C)=O. The product is [C:4]([CH2:6][C:7]1[CH:33]=[CH:32][C:10]([CH2:11][C:12]2[C:16]3[C:17](=[O:31])[N:18]([C:25]4[CH:26]=[CH:27][CH:28]=[CH:29][CH:30]=4)[C:19]4[N:20]=[CH:21][CH:22]=[CH:23][C:24]=4[C:15]=3[NH:14][N:13]=2)=[CH:9][CH:8]=1)([OH:5])=[O:3]. The yield is 0.930. (2) The reactants are [CH3:1][N:2]([CH3:16])[S:3]([C:6]1[CH:7]=[C:8]([CH:11]=[CH:12][C:13]=1[O:14][CH3:15])[CH:9]=[O:10])(=[O:5])=[O:4].[BH4-].[Na+]. The catalyst is C1COCC1. The product is [CH3:1][N:2]([CH3:16])[S:3]([C:6]1[CH:7]=[C:8]([CH:11]=[CH:12][C:13]=1[O:14][CH3:15])[CH2:9][OH:10])(=[O:4])=[O:5]. The yield is 0.590. (3) The reactants are [CH3:1][N:2]1[CH:6]=[C:5]([C:7]2[C:11]([CH3:12])=[C:10]([NH2:13])[N:9]([C:14]3[CH:19]=[CH:18][CH:17]=[CH:16][CH:15]=3)[N:8]=2)[CH:4]=[N:3]1.[OH-].[Na+].[C:22](Cl)(=[O:30])[O:23][C:24]1[CH:29]=[CH:28][CH:27]=[CH:26][CH:25]=1. The catalyst is CCOC(C)=O. The product is [CH3:1][N:2]1[CH:6]=[C:5]([C:7]2[C:11]([CH3:12])=[C:10]([NH:13][C:22](=[O:30])[O:23][C:24]3[CH:29]=[CH:28][CH:27]=[CH:26][CH:25]=3)[N:9]([C:14]3[CH:19]=[CH:18][CH:17]=[CH:16][CH:15]=3)[N:8]=2)[CH:4]=[N:3]1. The yield is 0.810. (4) The reactants are [F:1][C:2]([F:7])([F:6])[C:3]([OH:5])=[O:4].[Cl:8][C:9]1[N:10]=[CH:11][N:12]([C:14]2[CH:19]=[CH:18][C:17]([NH:20][C:21]3[N:38]=[C:24]4[CH:25]([C:31]5[CH:36]=[CH:35][C:34]([F:37])=[CH:33][CH:32]=5)[CH2:26]C(=O)C[CH2:29][N:23]4[N:22]=3)=[CH:16][C:15]=2[O:39][CH3:40])[CH:13]=1.CCN(S(F)(F)F)CC.[C:50](O)([C:52]([F:55])(F)[F:53])=O. The catalyst is C([O-])(O)=O.[Na+]. The product is [F:1][C:2]([F:7])([F:6])[C:3]([OH:5])=[O:4].[Cl:8][C:9]1[N:10]=[CH:11][N:12]([C:14]2[CH:19]=[CH:18][C:17]([NH:20][C:21]3[N:38]=[C:24]4[CH:25]([C:31]5[CH:36]=[CH:35][C:34]([F:37])=[CH:33][CH:32]=5)[CH2:26][C:52]([F:55])([F:53])[CH2:50][CH2:29][N:23]4[N:22]=3)=[CH:16][C:15]=2[O:39][CH3:40])[CH:13]=1. The yield is 0.0600. (5) The reactants are [Cl:1][C:2]1[N:7]=[CH:6][C:5]([C:8]([OH:35])([C:29]2[N:30]([CH3:34])[CH:31]=[N:32][CH:33]=2)[C:9]2[CH:10]=[C:11]3[C:16](=[CH:17][CH:18]=2)[NH:15][C:14](=[O:19])[CH:13]=[C:12]3[C:20]2[CH:25]=[CH:24][CH:23]=[C:22]([O:26][CH2:27][CH3:28])[CH:21]=2)=[CH:4][CH:3]=1.Br[CH2:37][CH:38]([CH3:40])[CH3:39]. No catalyst specified. The product is [Cl:1][C:2]1[N:7]=[CH:6][C:5]([C:8]([OH:35])([C:29]2[N:30]([CH3:34])[CH:31]=[N:32][CH:33]=2)[C:9]2[CH:10]=[C:11]3[C:16](=[CH:17][CH:18]=2)[N:15]([CH2:37][CH:38]([CH3:40])[CH3:39])[C:14](=[O:19])[CH:13]=[C:12]3[C:20]2[CH:25]=[CH:24][CH:23]=[C:22]([O:26][CH2:27][CH3:28])[CH:21]=2)=[CH:4][CH:3]=1. The yield is 0.400. (6) The product is [I:18][C:2]1[CH:10]=[CH:9][CH:8]=[C:7]2[C:3]=1[C:4]([C:11]1[CH:16]=[CH:15][C:14]([F:17])=[CH:13][CH:12]=1)=[N:5][NH:6]2. The catalyst is O1CCOCC1.[Cu]I. The reactants are Br[C:2]1[CH:10]=[CH:9][CH:8]=[C:7]2[C:3]=1[C:4]([C:11]1[CH:16]=[CH:15][C:14]([F:17])=[CH:13][CH:12]=1)=[N:5][NH:6]2.[I-:18].[Na+].CN(C)C1CCCCC1N. The yield is 0.980. (7) The reactants are [C:1]([N:4]1[CH:10]([CH3:11])[CH2:9][C:8]2[CH:12]=[C:13]([Br:18])[C:14]([O:16][CH3:17])=[CH:15][C:7]=2[C:6]([C:19]2[CH:24]=[CH:23][C:22]([N+:25]([O-])=O)=[C:21]([Cl:28])[CH:20]=2)=[N:5]1)(=[O:3])[CH3:2].O.NN. The catalyst is CO.ClCCl.[Ni]. The product is [C:1]([N:4]1[CH:10]([CH3:11])[CH2:9][C:8]2[CH:12]=[C:13]([Br:18])[C:14]([O:16][CH3:17])=[CH:15][C:7]=2[C:6]([C:19]2[CH:24]=[CH:23][C:22]([NH2:25])=[C:21]([Cl:28])[CH:20]=2)=[N:5]1)(=[O:3])[CH3:2]. The yield is 0.810. (8) The reactants are N1C=CC=C(CO)C=1.O[N:10]1[C:14](=[O:15])[C:13]2=[CH:16][CH:17]=[CH:18][CH:19]=[C:12]2[C:11]1=[O:20]. No catalyst specified. The product is [C:14]1(=[O:15])[NH:10][C:11](=[O:20])[C:12]2=[CH:19][CH:18]=[CH:17][CH:16]=[C:13]12. The yield is 0.813. (9) The reactants are [CH3:1][Si:2]([CH3:25])([CH3:24])[CH2:3][CH2:4][O:5][CH2:6][N:7]1[C:15]2[CH:14]=[C:13]([C:16]3[CH:17]=[N:18][CH:19]=[C:20]([CH:22]=[CH2:23])[CH:21]=3)[N:12]=[CH:11][C:10]=2[CH:9]=[N:8]1.[H][H]. The catalyst is C(O)C.[OH-].[OH-].[Pd+2]. The product is [CH2:22]([C:20]1[CH:21]=[C:16]([C:13]2[N:12]=[CH:11][C:10]3[CH:9]=[N:8][N:7]([CH2:6][O:5][CH2:4][CH2:3][Si:2]([CH3:24])([CH3:1])[CH3:25])[C:15]=3[CH:14]=2)[CH:17]=[N:18][CH:19]=1)[CH3:23]. The yield is 0.270. (10) The reactants are [NH2:1][C@@H:2]1[C:11]2[C:6](=[CH:7][CH:8]=[CH:9][CH:10]=2)[C@H:5]([OH:12])[CH2:4][CH2:3]1.[H-].[Na+].F[C:16]1[CH:17]=[CH:18][C:19]2[N:20]([C:22]([N:25]3[CH2:30][CH2:29][N:28]([CH3:31])[CH2:27][CH2:26]3)=[N:23][N:24]=2)[CH:21]=1. The catalyst is CN(C=O)C.O. The product is [CH3:31][N:28]1[CH2:27][CH2:26][N:25]([C:22]2[N:20]3[CH:21]=[C:16]([O:12][C@H:5]4[C:6]5[C:11](=[CH:10][CH:9]=[CH:8][CH:7]=5)[C@@H:2]([NH2:1])[CH2:3][CH2:4]4)[CH:17]=[CH:18][C:19]3=[N:24][N:23]=2)[CH2:30][CH2:29]1. The yield is 0.780.